From a dataset of Full USPTO retrosynthesis dataset with 1.9M reactions from patents (1976-2016). Predict the reactants needed to synthesize the given product. (1) Given the product [C:1]([O:5][C:6]([N:8]1[C:16]2[C:11](=[CH:12][CH:13]=[CH:14][C:15]=2[N:17]2[CH2:22][CH2:21][N:20]([C:23]([O:25][C:26]([CH3:28])([CH3:29])[CH3:27])=[O:24])[CH2:19][CH2:18]2)[C:10]([CH2:30][C:31]2[CH:32]=[CH:33][CH:34]=[CH:35][CH:36]=2)=[C:9]1[C:43]([O:45][CH2:46][C:47]1[CH:52]=[CH:51][CH:50]=[CH:49][CH:48]=1)=[O:44])=[O:7])([CH3:2])([CH3:3])[CH3:4], predict the reactants needed to synthesize it. The reactants are: [C:1]([O:5][C:6]([N:8]1[C:16]2[C:11](=[CH:12][CH:13]=[CH:14][C:15]=2[N:17]2[CH2:22][CH2:21][N:20]([C:23]([O:25][C:26]([CH3:29])([CH3:28])[CH3:27])=[O:24])[CH2:19][CH2:18]2)[C:10]([CH2:30][C:31]2[CH:36]=[CH:35][CH:34]=[CH:33][CH:32]=2)=[CH:9]1)=[O:7])([CH3:4])([CH3:3])[CH3:2].[Li]C(C)(C)C.Cl[C:43]([O:45][CH2:46][C:47]1[CH:52]=[CH:51][CH:50]=[CH:49][CH:48]=1)=[O:44].O. (2) Given the product [F:26][CH:25]([F:27])[C:21]1[CH:20]=[C:19]([C:8]2([C:4]3[CH:5]=[CH:6][CH:7]=[C:2]([C:32]4[CH:33]=[N:28][CH:29]=[N:30][CH:31]=4)[CH:3]=3)[C:16]3[C:11](=[C:12]([F:17])[CH:13]=[CH:14][CH:15]=3)[C:10]([NH2:18])=[N:9]2)[CH:24]=[CH:23][N:22]=1, predict the reactants needed to synthesize it. The reactants are: Br[C:2]1[CH:3]=[C:4]([C:8]2([C:19]3[CH:24]=[CH:23][N:22]=[C:21]([CH:25]([F:27])[F:26])[CH:20]=3)[C:16]3[C:11](=[C:12]([F:17])[CH:13]=[CH:14][CH:15]=3)[C:10]([NH2:18])=[N:9]2)[CH:5]=[CH:6][CH:7]=1.[N:28]1[CH:33]=[C:32](B(O)O)[CH:31]=[N:30][CH:29]=1.C(=O)([O-])[O-].[Cs+].[Cs+]. (3) The reactants are: [H-].[Na+].[C:3]([N:6]1[C:14]2[C:9](=[CH:10][CH:11]=[C:12]([N:15]3[C:19](=[O:20])[C:18]([CH3:22])([CH3:21])[NH:17][C:16]3=[O:23])[CH:13]=2)[C:8]([CH3:25])([CH3:24])[CH2:7]1)(=[O:5])[CH3:4].[Cl:26][C:27]1[CH:32]=[C:31]([CH2:33]Cl)[CH:30]=[CH:29][N:28]=1. Given the product [C:3]([N:6]1[C:14]2[C:9](=[CH:10][CH:11]=[C:12]([N:15]3[C:19](=[O:20])[C:18]([CH3:22])([CH3:21])[N:17]([CH2:33][C:31]4[CH:30]=[CH:29][N:28]=[C:27]([Cl:26])[CH:32]=4)[C:16]3=[O:23])[CH:13]=2)[C:8]([CH3:25])([CH3:24])[CH2:7]1)(=[O:5])[CH3:4], predict the reactants needed to synthesize it.